This data is from Reaction yield outcomes from USPTO patents with 853,638 reactions. The task is: Predict the reaction yield, written as a fraction of the theoretical maximum amount of product (1.0 means a 100% yield; for example, 0.34 means a 34% yield). (1) The reactants are [NH2:1][C:2]1[S:6][N:5]=[C:4]([CH3:7])[C:3]=1[C:8]([NH:10][C:11]1[CH:16]=[CH:15][CH:14]=[CH:13][C:12]=1[CH2:17][CH3:18])=[O:9].Cl[C:20]1[C:29]2[C:24](=[CH:25][CH:26]=[CH:27][CH:28]=2)[N:23]=[C:22]([CH3:30])[N:21]=1.C(=O)([O-])[O-].[Cs+].[Cs+].CC1(C)C2C(=C(P(C3C=CC=CC=3)C3C=CC=CC=3)C=CC=2)OC2C(P(C3C=CC=CC=3)C3C=CC=CC=3)=CC=CC1=2. The catalyst is O1CCOCC1.CN(C=O)C.C([O-])(=O)C.[Pd+2].C([O-])(=O)C. The product is [CH2:17]([C:12]1[CH:13]=[CH:14][CH:15]=[CH:16][C:11]=1[NH:10][C:8]([C:3]1[C:4]([CH3:7])=[N:5][S:6][C:2]=1[NH:1][C:20]1[C:29]2[C:24](=[CH:25][CH:26]=[CH:27][CH:28]=2)[N:23]=[C:22]([CH3:30])[N:21]=1)=[O:9])[CH3:18]. The yield is 0.430. (2) The reactants are [F:1][C:2]1[CH:31]=[CH:30][C:5]([CH2:6][N:7]2[C:11]3=[CH:12][N:13]=[C:14]([C:16](OC)=[O:17])[CH:15]=[C:10]3[C:9]([CH2:20][N:21]3[CH2:25][CH2:24][CH:23]([S:26]([CH3:29])(=[O:28])=[O:27])[CH2:22]3)=[CH:8]2)=[CH:4][CH:3]=1.[OH-:32].[Na+].[NH2:34]O. The catalyst is CO. The product is [F:1][C:2]1[CH:3]=[CH:4][C:5]([CH2:6][N:7]2[C:11]3=[CH:12][N:13]=[C:14]([C:16]([NH:34][OH:32])=[O:17])[CH:15]=[C:10]3[C:9]([CH2:20][N:21]3[CH2:25][CH2:24][CH:23]([S:26]([CH3:29])(=[O:27])=[O:28])[CH2:22]3)=[CH:8]2)=[CH:30][CH:31]=1. The yield is 0.435. (3) The reactants are [CH3:1][N:2]([CH:10]1[CH2:15][CH2:14][CH2:13][CH:12]([C:16]2[C:24]3[C:19](=[CH:20][CH:21]=[C:22]([N+:25]([O-])=O)[CH:23]=3)[NH:18][CH:17]=2)[CH2:11]1)[C:3](=[O:9])[O:4][C:5]([CH3:8])([CH3:7])[CH3:6].O.NN. The catalyst is CO.O.[Ni]. The product is [NH2:25][C:22]1[CH:23]=[C:24]2[C:19](=[CH:20][CH:21]=1)[NH:18][CH:17]=[C:16]2[CH:12]1[CH2:13][CH2:14][CH2:15][CH:10]([N:2]([CH3:1])[C:3](=[O:9])[O:4][C:5]([CH3:6])([CH3:7])[CH3:8])[CH2:11]1. The yield is 0.920. (4) The reactants are Br[C:2]1[CH:3]=[C:4]([C:9]2[N:10]=[N:11][N:12]([CH:14]([CH3:16])[CH3:15])[CH:13]=2)[C:5]([NH2:8])=[N:6][CH:7]=1.[F:17][C:18]1[CH:30]=[C:29](B2OC(C)(C)C(C)(C)O2)[CH:28]=[CH:27][C:19]=1[CH2:20][N:21]1[CH2:26][CH2:25][O:24][CH2:23][CH2:22]1.O.C([O-])([O-])=O.[Cs+].[Cs+]. The catalyst is O1CCOCC1.CCOC(C)=O.C1C=CC([P]([Pd]([P](C2C=CC=CC=2)(C2C=CC=CC=2)C2C=CC=CC=2)([P](C2C=CC=CC=2)(C2C=CC=CC=2)C2C=CC=CC=2)[P](C2C=CC=CC=2)(C2C=CC=CC=2)C2C=CC=CC=2)(C2C=CC=CC=2)C2C=CC=CC=2)=CC=1. The product is [F:17][C:18]1[CH:30]=[C:29]([C:2]2[CH:3]=[C:4]([C:9]3[N:10]=[N:11][N:12]([CH:14]([CH3:16])[CH3:15])[CH:13]=3)[C:5]([NH2:8])=[N:6][CH:7]=2)[CH:28]=[CH:27][C:19]=1[CH2:20][N:21]1[CH2:22][CH2:23][O:24][CH2:25][CH2:26]1. The yield is 0.357. (5) The reactants are C([O:9][C@H:10]1[CH2:15][CH2:14][CH2:13][C:12]([F:17])([F:16])[C@@H:11]1[C:18]1[N:22]([CH3:23])[N:21]=[CH:20][CH:19]=1)(=O)C1C=CC=CC=1.C(=O)([O-])[O-].[K+].[K+]. The catalyst is CO. The product is [F:17][C:12]1([F:16])[CH2:13][CH2:14][CH2:15][C@H:10]([OH:9])[C@H:11]1[C:18]1[N:22]([CH3:23])[N:21]=[CH:20][CH:19]=1. The yield is 0.430. (6) The reactants are [H-].[Na+].[CH2:3]([OH:8])[C:4]([F:7])([F:6])[F:5].[Cl:9][C:10]1[CH:11]=[CH:12][CH:13]=[C:14]2[C:19]=1[N:18]=[C:17](S(CC)(=O)=O)[CH:16]=[C:15]2[O:25]CC1C=CC(OC)=CC=1.N1C2C(=CC=CC=2)C=CC=1. The catalyst is C1COCC1.C(Cl)Cl.FC(F)(F)C(O)=O. The product is [Cl:9][C:10]1[CH:11]=[CH:12][CH:13]=[C:14]2[C:19]=1[N:18]=[C:17]([O:8][CH2:3][C:4]([F:7])([F:6])[F:5])[CH:16]=[C:15]2[OH:25]. The yield is 1.00.